This data is from Reaction yield outcomes from USPTO patents with 853,638 reactions. The task is: Predict the reaction yield, written as a fraction of the theoretical maximum amount of product (1.0 means a 100% yield; for example, 0.34 means a 34% yield). (1) The reactants are [O:1]=[C:2]([CH3:9])[CH2:3][CH2:4][CH2:5][C:6]([OH:8])=[O:7].C(N(CC)C(C)C)(C)C.FC(F)(F)C(O[C:24]1[C:29]([F:30])=[C:28]([F:31])[C:27]([F:32])=[C:26]([F:33])[C:25]=1[F:34])=O. The catalyst is C(Cl)Cl. The product is [O:1]=[C:2]([CH3:9])[CH2:3][CH2:4][CH2:5][C:6]([O:8][C:24]1[C:25]([F:34])=[C:26]([F:33])[C:27]([F:32])=[C:28]([F:31])[C:29]=1[F:30])=[O:7]. The yield is 0.790. (2) The product is [N:2]1[CH:7]=[CH:6][CH:5]=[C:4]([CH2:8][CH2:9][C:10]([O:12][CH2:13][C:14]2[CH:19]=[CH:18][CH:17]=[CH:16][CH:15]=2)=[O:11])[CH:3]=1. The yield is 0.700. The catalyst is C(OCC)(=O)C. The reactants are Cl.[N:2]1[CH:7]=[CH:6][CH:5]=[C:4]([CH2:8][CH2:9][C:10]([OH:12])=[O:11])[CH:3]=1.[CH2:13](O)[C:14]1[CH:19]=[CH:18][CH:17]=[CH:16][CH:15]=1.O.C1(C)C=CC(S(O)(=O)=O)=CC=1.C(=O)([O-])O.[Na+]. (3) The reactants are [C:1]([C:3]1[CH:8]=[CH:7][C:6]([C:9]2[CH2:15][C@H:14]3[N:11]([C:12](=[O:19])[C@@H:13]3[C@H:16]([OH:18])[CH3:17])[C:10]=2[C:20]([O-:22])=[O:21])=[CH:5][CH:4]=1)#[N:2].[Na+].Cl[CH2:25][CH2:26][N:27]1[CH2:32][CH2:31][O:30][CH2:29][CH2:28]1. The catalyst is CN(C=O)C.[I-].C([N+](CCCC)(CCCC)CCCC)CCC. The product is [C:1]([C:3]1[CH:8]=[CH:7][C:6]([C:9]2[CH2:15][C@H:14]3[N:11]([C:12](=[O:19])[C@@H:13]3[C@H:16]([OH:18])[CH3:17])[C:10]=2[C:20]([O:22][CH2:25][CH2:26][N:27]2[CH2:32][CH2:31][O:30][CH2:29][CH2:28]2)=[O:21])=[CH:5][CH:4]=1)#[N:2]. The yield is 0.330. (4) The yield is 0.910. The reactants are [CH2:1]([O:8][C:9]1([C:12]2[CH:17]=[CH:16][C:15]([C:18]#[C:19]C3C=CC(C(OCC)=O)=CC=3)=[CH:14][C:13]=2[CH3:31])[CH2:11][CH2:10]1)[C:2]1C=CC=CC=1.[CH3:32][Si:33](C#C)([CH3:35])[CH3:34].[CH2:38](N(CC)CC)C. The catalyst is [Cu]I.Cl[Pd](Cl)([P](C1C=CC=CC=1)(C1C=CC=CC=1)C1C=CC=CC=1)[P](C1C=CC=CC=1)(C1C=CC=CC=1)C1C=CC=CC=1. The product is [CH:1]([O:8][C:9]1([C:12]2[CH:17]=[CH:16][C:15]([C:18]#[C:19][Si:33]([CH3:35])([CH3:34])[CH3:32])=[CH:14][C:13]=2[CH3:31])[CH2:10][CH2:11]1)([CH3:2])[CH3:38].